This data is from Reaction yield outcomes from USPTO patents with 853,638 reactions. The task is: Predict the reaction yield, written as a fraction of the theoretical maximum amount of product (1.0 means a 100% yield; for example, 0.34 means a 34% yield). (1) The product is [OH:19][CH2:18][C:3]1[C:2](=[O:1])[CH:7]=[CH:6][N:5]([C:8]2[CH:13]=[CH:12][CH:11]=[C:10]([C:14]([F:17])([F:16])[F:15])[CH:9]=2)[N:4]=1. The catalyst is C1COCC1.Cl. The yield is 0.280. The reactants are [O:1]=[C:2]1[CH:7]=[CH:6][N:5]([C:8]2[CH:13]=[CH:12][CH:11]=[C:10]([C:14]([F:17])([F:16])[F:15])[CH:9]=2)[N:4]=[C:3]1[C:18](OC)=[O:19].CC(C[AlH]CC(C)C)C. (2) The reactants are [CH2:1]([N:3]([CH2:6][CH3:7])[CH2:4][CH3:5])C.COS(OC)(=O)=O.[O:15]=[C:16]1[C:25]2[NH:26][CH:27]=[CH:28][C:24]=2[C:23]2[CH:22]=[C:21]([S:29](=[O:38])(=[O:37])[NH:30][CH:31]3CCNCC3)[CH:20]=[CH:19][C:18]=2[NH:17]1.[CH:39]1([C:44]([O-:46])=[O:45])[CH2:43][CH2:42][CH2:41][CH2:40]1.N. The catalyst is CN(C)C=O.O. The product is [CH3:1][N:3]1[CH2:6][CH2:7][CH:31]([NH:30][S:29]([C:21]2[CH:20]=[CH:19][C:18]3[NH:17][C:16](=[O:15])[C:25]4[NH:26][CH:27]=[CH:28][C:24]=4[C:23]=3[CH:22]=2)(=[O:37])=[O:38])[CH2:5][CH2:4]1.[CH:39]1([C:44]([O-:46])=[O:45])[CH2:43][CH2:42][CH2:41][CH2:40]1. The yield is 0.390. (3) The reactants are FC(F)(F)C1C=C(NC(=O)NC2C=CC(C3SC(CCC(O)=O)=NC=3)=CC=2)C=CC=1.[F:31][C:32]([F:66])([F:65])[O:33][C:34]1[CH:39]=[CH:38][CH:37]=[CH:36][C:35]=1[NH:40][C:41](=[O:64])[NH:42][C:43]1[CH:48]=[CH:47][C:46]([C:49]2[S:53][C:52]([CH:54]3[CH2:59][CH2:58][CH:57]([C:60]([O:62]C)=[O:61])[CH2:56][CH2:55]3)=[N:51][CH:50]=2)=[CH:45][CH:44]=1. No catalyst specified. The product is [F:66][C:32]([F:31])([F:65])[O:33][C:34]1[CH:39]=[CH:38][CH:37]=[CH:36][C:35]=1[NH:40][C:41](=[O:64])[NH:42][C:43]1[CH:44]=[CH:45][C:46]([C:49]2[S:53][C:52]([CH:54]3[CH2:55][CH2:56][CH:57]([C:60]([OH:62])=[O:61])[CH2:58][CH2:59]3)=[N:51][CH:50]=2)=[CH:47][CH:48]=1. The yield is 0.520. (4) The reactants are C(OCC)C.[H-].[Al+3].[Li+].[H-].[H-].[H-].[CH3:12][C:13]([CH3:34])([CH:16]([C:28]1[CH:33]=[CH:32][N:31]=[CH:30][CH:29]=1)OS(C1C=CC(C)=CC=1)(=O)=O)[C:14]#[N:15].[OH-].[Na+]. The catalyst is O1CCCC1.O. The product is [CH3:12][C:13]([CH3:34])([CH2:16][C:28]1[CH:33]=[CH:32][N:31]=[CH:30][CH:29]=1)[CH2:14][NH2:15]. The yield is 0.280. (5) The reactants are [N+:1]([O:4][CH2:5][CH2:6][CH2:7][C:8]([O:10][CH2:11][CH:12]([NH:20]C(OCC1C2C=CC=CC=2C2C1=CC=CC=2)=O)[C:13]([O:15][C:16]([CH3:19])([CH3:18])[CH3:17])=[O:14])=[O:9])([O-:3])=[O:2].N1CCCCC1. The catalyst is CC#N. The product is [N+:1]([O:4][CH2:5][CH2:6][CH2:7][C:8]([O:10][CH2:11][CH:12]([NH2:20])[C:13]([O:15][C:16]([CH3:18])([CH3:17])[CH3:19])=[O:14])=[O:9])([O-:3])=[O:2]. The yield is 0.700. (6) The reactants are [OH:1][C:2]1[CH:11]=[CH:10][C:9]([S:12]([N:15]2[CH2:20][CH2:19][N:18]([CH2:21][CH2:22][OH:23])[CH2:17][CH2:16]2)(=[O:14])=[O:13])=[CH:8][C:3]=1[C:4]([O:6][CH3:7])=[O:5].C([O-])([O-])=O.[K+].[K+].Br[CH2:31][CH2:32][CH3:33]. The catalyst is CN(C=O)C. The product is [OH:23][CH2:22][CH2:21][N:18]1[CH2:19][CH2:20][N:15]([S:12]([C:9]2[CH:8]=[C:3]([C:2]([O:1][CH2:31][CH2:32][CH3:33])=[CH:11][CH:10]=2)[C:4]([O:6][CH3:7])=[O:5])(=[O:14])=[O:13])[CH2:16][CH2:17]1. The yield is 0.800. (7) The reactants are [CH:1]1([C:4]2[C:5]([NH:24][S:25]([CH3:28])(=[O:27])=[O:26])=[CH:6][C:7]3[O:11][C:10]([C:12]4[CH:17]=[CH:16][C:15]([F:18])=[CH:14][CH:13]=4)=[C:9]([C:19]([NH:21][CH3:22])=[O:20])[C:8]=3[CH:23]=2)[CH2:3][CH2:2]1.[Cl:29][C:30]1[CH:35]=[C:34](F)[CH:33]=[CH:32][C:31]=1[N+:37]([O-:39])=[O:38].C(=O)([O-])[O-].[K+].[K+]. The catalyst is COCCOC.O. The product is [Cl:29][C:30]1[CH:35]=[C:34]([N:24]([C:5]2[C:4]([CH:1]3[CH2:3][CH2:2]3)=[CH:23][C:8]3[C:9]([C:19]([NH:21][CH3:22])=[O:20])=[C:10]([C:12]4[CH:17]=[CH:16][C:15]([F:18])=[CH:14][CH:13]=4)[O:11][C:7]=3[CH:6]=2)[S:25]([CH3:28])(=[O:27])=[O:26])[CH:33]=[CH:32][C:31]=1[N+:37]([O-:39])=[O:38]. The yield is 0.640. (8) The reactants are [C:1]12(C(O)=O)CC3CC(CC(C3)C1)C2.C(NCCN)(OC(C)(C)C)=O.[O:25]=[C:26]1[CH2:31][C:30](=[O:32])[CH2:29][CH:28]([C:33](O)=O)[CH2:27]1. No catalyst specified. The product is [CH3:1][C:28]1([CH3:33])[CH2:27][C:26](=[O:25])[CH2:31][C:30](=[O:32])[CH2:29]1. The yield is 1.00. (9) The reactants are Cl.CN(C=[N:6][C:7]1[C:12]([F:13])=[CH:11][N:10]=[C:9]([O:14][S:15]([C:18]2[CH:23]=[CH:22][CH:21]=[CH:20][CH:19]=2)(=[O:17])=[O:16])[N:8]=1)C. No catalyst specified. The product is [NH2:6][C:7]1[C:12]([F:13])=[CH:11][N:10]=[C:9]([O:14][S:15]([C:18]2[CH:23]=[CH:22][CH:21]=[CH:20][CH:19]=2)(=[O:17])=[O:16])[N:8]=1. The yield is 0.790. (10) The catalyst is O. The reactants are [CH3:1]O.[OH-].[Na+].Cl.[F:6][CH2:7][CH2:8][N:9](NC)[C:10](=[O:14])[C:11]([OH:13])=[O:12]. The product is [F:6][CH2:7][CH2:8][N:9]([CH3:1])[C:10](=[O:14])[C:11]([OH:13])=[O:12]. The yield is 0.660.